Predict the product of the given reaction. From a dataset of Forward reaction prediction with 1.9M reactions from USPTO patents (1976-2016). (1) Given the reactants [Cl:1][C:2]1[CH:3]=[C:4]([C:12]2[O:16][N:15]=[C:14]([C:17]([O:19]CC)=[O:18])[CH:13]=2)[CH:5]=[CH:6][C:7]=1[O:8][CH:9]([CH3:11])[CH3:10].[OH-].[Na+], predict the reaction product. The product is: [Cl:1][C:2]1[CH:3]=[C:4]([C:12]2[O:16][N:15]=[C:14]([C:17]([OH:19])=[O:18])[CH:13]=2)[CH:5]=[CH:6][C:7]=1[O:8][CH:9]([CH3:11])[CH3:10]. (2) The product is: [CH2:1]([C@@:4]1([C:24]2[CH:29]=[CH:28][C:27]([F:30])=[CH:26][CH:25]=2)[O:9][C:8](=[O:10])[N:7]([C@H:11]2[CH2:16][CH2:15][CH2:14][NH:13][CH2:12]2)[CH2:6][CH2:5]1)[CH:2]=[CH2:3]. Given the reactants [CH2:1]([C@@:4]1([C:24]2[CH:29]=[CH:28][C:27]([F:30])=[CH:26][CH:25]=2)[O:9][C:8](=[O:10])[N:7]([C@H:11]2[CH2:16][CH2:15][CH2:14][N:13](C(OC(C)(C)C)=O)[CH2:12]2)[CH2:6][CH2:5]1)[CH:2]=[CH2:3].C(O)(C(F)(F)F)=O.C([O-])(O)=O.[Na+], predict the reaction product. (3) Given the reactants O=S(Cl)[Cl:3].[CH3:5][O:6][C:7]1[CH:12]=[C:11]([CH2:13]O)[CH:10]=[CH:9][N:8]=1, predict the reaction product. The product is: [CH3:5][O:6][C:7]1[CH:12]=[C:11]([CH2:13][Cl:3])[CH:10]=[CH:9][N:8]=1. (4) Given the reactants [Cl:1][C:2]1[CH:3]=[C:4]([CH:9]=[C:10]([Cl:13])[C:11]=1[OH:12])[C:5]([NH:7][NH2:8])=[O:6].Cl[C:15](=[O:21])[C:16]([O:18][CH2:19][CH3:20])=[O:17], predict the reaction product. The product is: [Cl:1][C:2]1[CH:3]=[C:4]([CH:9]=[C:10]([Cl:13])[C:11]=1[OH:12])[C:5]([NH:7][NH:8][C:15](=[O:21])[C:16]([O:18][CH2:19][CH3:20])=[O:17])=[O:6].